This data is from Forward reaction prediction with 1.9M reactions from USPTO patents (1976-2016). The task is: Predict the product of the given reaction. (1) The product is: [NH2:1][C:2]1[NH:3][C:4](=[O:9])[N:5]2[CH:12]=[CH:13][N:14]=[C:6]2[N:7]=1. Given the reactants [NH2:1][C:2]1[N:7]=[C:6](Cl)[N:5]=[C:4]([OH:9])[N:3]=1.CO[CH:12](OC)[CH2:13][NH2:14].Cl, predict the reaction product. (2) Given the reactants C([O-])(=O)C.[CH:5]1([C:8]2[N:9](C(OCC(C)C)=O)[C:10]3[C:11]([N:27]=2)=[N:12][CH:13]=[C:14]([C:16]2[CH:17]=[CH:18][C:19]4[O:25][CH2:24][CH2:23][NH:22][CH2:21][C:20]=4[CH:26]=2)[CH:15]=3)[CH2:7][CH2:6]1.Cl[C:36]1[C:45]2[CH2:44][C:43]([CH3:47])([CH3:46])[CH2:42][CH2:41][C:40]=2[N:39]=[C:38]([CH2:48][N:49]([CH3:51])[CH3:50])[N:37]=1, predict the reaction product. The product is: [CH:5]1([C:8]2[NH:9][C:10]3[C:11]([N:27]=2)=[N:12][CH:13]=[C:14]([C:16]2[CH:17]=[CH:18][C:19]4[O:25][CH2:24][CH2:23][N:22]([C:36]5[C:45]6[CH2:44][C:43]([CH3:46])([CH3:47])[CH2:42][CH2:41][C:40]=6[N:39]=[C:38]([CH2:48][N:49]([CH3:51])[CH3:50])[N:37]=5)[CH2:21][C:20]=4[CH:26]=2)[CH:15]=3)[CH2:7][CH2:6]1. (3) The product is: [Cl:1][C:2]1[CH:8]=[CH:7][C:5]([NH:6][CH2:25][C:24]2[CH:27]=[CH:28][C:29]([O:31][CH3:32])=[CH:30][C:23]=2[O:22][CH3:21])=[C:4]([C:9]([C:11]2[CH:16]=[CH:15][CH:14]=[C:13]([O:17][CH3:18])[C:12]=2[O:19][CH3:20])=[CH2:10])[CH:3]=1. Given the reactants [Cl:1][C:2]1[CH:8]=[CH:7][C:5]([NH2:6])=[C:4]([C:9]([C:11]2[CH:16]=[CH:15][CH:14]=[C:13]([O:17][CH3:18])[C:12]=2[O:19][CH3:20])=[CH2:10])[CH:3]=1.[CH3:21][O:22][C:23]1[CH:30]=[C:29]([O:31][CH3:32])[CH:28]=[CH:27][C:24]=1[CH:25]=O.[Na], predict the reaction product.